This data is from Forward reaction prediction with 1.9M reactions from USPTO patents (1976-2016). The task is: Predict the product of the given reaction. Given the reactants CN(C=O)C.[C:6](Cl)(=[O:10])[C:7](Cl)=O.[NH:12]1[C:20]2[C:15](=[CH:16][CH:17]=[CH:18][C:19]=2[C:21]#[N:22])C=[CH:13]1, predict the reaction product. The product is: [CH:6]([C:7]1[C:15]2[C:20](=[C:19]([C:21]#[N:22])[CH:18]=[CH:17][CH:16]=2)[NH:12][CH:13]=1)=[O:10].